This data is from Full USPTO retrosynthesis dataset with 1.9M reactions from patents (1976-2016). The task is: Predict the reactants needed to synthesize the given product. (1) Given the product [NH4+:12].[OH-:1].[C:19]1([C@H:16]2[CH2:15][CH2:14][C@H:13]([NH:12][CH2:10][CH2:9][CH2:8][C:5]3[CH:4]=[CH:3][C:2]([OH:1])=[CH:7][CH:6]=3)[CH2:18][CH2:17]2)[CH:24]=[CH:23][CH:22]=[CH:21][CH:20]=1, predict the reactants needed to synthesize it. The reactants are: [OH:1][C:2]1[CH:7]=[CH:6][C:5]([CH2:8][CH2:9][C:10]([NH:12][C@H:13]2[CH2:18][CH2:17][C@H:16]([C:19]3[CH:24]=[CH:23][CH:22]=[CH:21][CH:20]=3)[CH2:15][CH2:14]2)=O)=[CH:4][CH:3]=1.CC(C[AlH]CC(C)C)C. (2) Given the product [F:33][C:2]([F:1])([F:32])[C:3]1([CH2:7][N:8]2[CH2:13][CH2:12][CH:11]([CH2:14][O:15][C:16]3[N:17]=[CH:18][C:19]([C:22]4[CH:31]=[CH:30][C:25]([C:26]([OH:28])=[O:27])=[CH:24][CH:23]=4)=[CH:20][N:21]=3)[CH2:10][CH2:9]2)[CH2:6][CH2:5][CH2:4]1, predict the reactants needed to synthesize it. The reactants are: [F:1][C:2]([F:33])([F:32])[C:3]1([CH2:7][N:8]2[CH2:13][CH2:12][CH:11]([CH2:14][O:15][C:16]3[N:21]=[CH:20][C:19]([C:22]4[CH:31]=[CH:30][C:25]([C:26]([O:28]C)=[O:27])=[CH:24][CH:23]=4)=[CH:18][N:17]=3)[CH2:10][CH2:9]2)[CH2:6][CH2:5][CH2:4]1.O[Li].O. (3) Given the product [Cl:9][C:10]1[CH:11]=[CH:12][C:13]([C:40]#[N:41])=[C:14]([C:16]2[C:21]([O:22][CH3:23])=[CH:20][N:19]([CH:24]([CH2:37][CH3:38])[C:25]([NH:27][C:28]3[CH:29]=[CH:30][C:31]4[N:32]([C:34]([Cl:1])=[CH:35][N:36]=4)[CH:33]=3)=[O:26])[C:18](=[O:39])[CH:17]=2)[CH:15]=1, predict the reactants needed to synthesize it. The reactants are: [Cl:1]N1C(=O)CCC1=O.[Cl:9][C:10]1[CH:11]=[CH:12][C:13]([C:40]#[N:41])=[C:14]([C:16]2[C:21]([O:22][CH3:23])=[CH:20][N:19]([CH:24]([CH2:37][CH3:38])[C:25]([NH:27][C:28]3[CH:29]=[CH:30][C:31]4[N:32]([CH:34]=[CH:35][N:36]=4)[CH:33]=3)=[O:26])[C:18](=[O:39])[CH:17]=2)[CH:15]=1.O.C(OCC)(=O)C. (4) Given the product [CH3:20][O:21][C:22]1[CH:27]=[CH:26][C:25]([C:2]2[C:3]([CH3:19])=[N:4][N:5]([CH3:18])[C:6]=2[C:7]2[CH:17]=[CH:16][C:10]3[O:11][CH2:12][C:13](=[O:15])[NH:14][C:9]=3[CH:8]=2)=[CH:24][CH:23]=1, predict the reactants needed to synthesize it. The reactants are: Br[C:2]1[C:3]([CH3:19])=[N:4][N:5]([CH3:18])[C:6]=1[C:7]1[CH:17]=[CH:16][C:10]2[O:11][CH2:12][C:13](=[O:15])[NH:14][C:9]=2[CH:8]=1.[CH3:20][O:21][C:22]1[CH:27]=[CH:26][C:25](B(O)O)=[CH:24][CH:23]=1. (5) Given the product [C:36]([O:40][C:41](=[O:64])[NH:42][CH:43]1[CH2:44][CH2:45][N:46]([CH2:49][CH2:50][N:51]2[C:52](=[O:63])[CH2:32][O:31][C:29]3[N:28]=[CH:57][C:56]([Br:1])=[CH:55][C:60]2=3)[CH2:47][CH2:48]1)([CH3:39])([CH3:38])[CH3:37], predict the reactants needed to synthesize it. The reactants are: [Br:1]C1C=CC2OCC(=O)NC=2N=1.[H-].[Na+].CS(OCCN1CCC([NH:28][C:29]([O:31][C:32](C)(C)C)=O)CC1)(=O)=O.[C:36]([O:40][C:41](=[O:64])[NH:42][CH:43]1[CH2:48][CH2:47][N:46]([CH2:49][CH2:50][N:51]2[C:60]3[C:55](=[CH:56][CH:57]=C(OC)C=3)C=C[C:52]2=[O:63])[CH2:45][CH2:44]1)([CH3:39])([CH3:38])[CH3:37]. (6) Given the product [Br:20][C:21]1[CH:22]=[C:23]2[C:27](=[CH:28][C:29]=1[NH:30][C:31]([N:9]1[CH:10]=[CH:11][C:12](=[O:14])[CH2:13][C@H:8]1[C:5]1[CH:6]=[CH:7][C:2]([F:1])=[CH:3][CH:4]=1)=[O:32])[N:26]([S:33]([C:36]1[CH:41]=[CH:40][C:39]([CH3:42])=[CH:38][CH:37]=1)(=[O:35])=[O:34])[N:25]=[C:24]2[CH3:43], predict the reactants needed to synthesize it. The reactants are: [F:1][C:2]1[CH:7]=[CH:6][C:5]([C@@H:8]2[CH2:13][C:12](=[O:14])[CH:11]=[CH:10][NH:9]2)=[CH:4][CH:3]=1.[Li]CCCC.[Br:20][C:21]1[CH:22]=[C:23]2[C:27](=[CH:28][C:29]=1[N:30]=[C:31]=[O:32])[N:26]([S:33]([C:36]1[CH:41]=[CH:40][C:39]([CH3:42])=[CH:38][CH:37]=1)(=[O:35])=[O:34])[N:25]=[C:24]2[CH3:43]. (7) Given the product [CH3:1][O:2][C:3]1[C:15]2[N:14]([CH3:16])[C:13]3[C:12](=[O:17])[N:11]([CH3:18])[CH2:10][CH2:9][C:8]=3[C:7]=2[C:6]([C:19]([O:21][C:24]2[CH:23]=[CH:22][C:27]([N+:28]([O-:30])=[O:29])=[CH:26][CH:25]=2)=[O:20])=[CH:5][CH:4]=1, predict the reactants needed to synthesize it. The reactants are: [CH3:1][O:2][C:3]1[C:15]2[N:14]([CH3:16])[C:13]3[C:12](=[O:17])[N:11]([CH3:18])[CH2:10][CH2:9][C:8]=3[C:7]=2[C:6]([C:19]([OH:21])=[O:20])=[CH:5][CH:4]=1.[CH:22]1[C:27]([N+:28]([O-:30])=[O:29])=[CH:26][CH:25]=[C:24](O)[CH:23]=1.CCN=C=NCCCN(C)C.O. (8) Given the product [OH:11][C:12]1[CH:13]=[C:14]([CH:17]=[CH:18][CH:19]=1)[CH:15]=[C:5]1[C:6](=[O:8])[O:7][C:2]([CH3:10])([CH3:1])[O:3][C:4]1=[O:9], predict the reactants needed to synthesize it. The reactants are: [CH3:1][C:2]1([CH3:10])[O:7][C:6](=[O:8])[CH2:5][C:4](=[O:9])[O:3]1.[OH:11][C:12]1[CH:13]=[C:14]([CH:17]=[CH:18][CH:19]=1)[CH:15]=O.